The task is: Predict the reactants needed to synthesize the given product.. This data is from Full USPTO retrosynthesis dataset with 1.9M reactions from patents (1976-2016). (1) Given the product [NH2:1][C:2]1[N:7]=[C:6]([N:8]2[CH2:9][CH2:10][C:11]3([CH2:15][NH:14][C@H:13]([C:16]([OH:18])=[O:17])[CH2:12]3)[CH2:21][CH2:22]2)[CH:5]=[C:4]([O:23][C@H:24]([C:29]2[CH:34]=[CH:33][C:32]([Cl:35])=[CH:31][C:30]=2[C:36]2[CH:41]=[CH:40][CH:39]=[CH:38][CH:37]=2)[C:25]([F:28])([F:27])[F:26])[N:3]=1, predict the reactants needed to synthesize it. The reactants are: [NH2:1][C:2]1[N:7]=[C:6]([N:8]2[CH2:22][CH2:21][C:11]3([CH2:15][NH:14][C@H:13]([C:16]([O:18]CC)=[O:17])[CH2:12]3)[CH2:10][CH2:9]2)[CH:5]=[C:4]([O:23][C@H:24]([C:29]2[CH:34]=[CH:33][C:32]([Cl:35])=[CH:31][C:30]=2[C:36]2[CH:41]=[CH:40][CH:39]=[CH:38][CH:37]=2)[C:25]([F:28])([F:27])[F:26])[N:3]=1.[Li+].[OH-]. (2) Given the product [Cl:1][C:2]1[N:3]=[C:4]([O:22][CH:23]2[CH2:24][CH:25]([NH:27][C:28](=[O:34])[O:29][C:30]([CH3:32])([CH3:31])[CH3:33])[CH2:26]2)[C:5]2[C:10]([C:11]#[N:12])=[CH:9][N:8]([CH2:13][O:14][CH2:15][CH2:16][Si:17]([CH3:20])([CH3:19])[CH3:18])[C:6]=2[N:7]=1, predict the reactants needed to synthesize it. The reactants are: [Cl:1][C:2]1[N:3]=[C:4](Cl)[C:5]2[C:10]([C:11]#[N:12])=[CH:9][N:8]([CH2:13][O:14][CH2:15][CH2:16][Si:17]([CH3:20])([CH3:19])[CH3:18])[C:6]=2[N:7]=1.[OH:22][CH:23]1[CH2:26][CH:25]([NH:27][C:28](=[O:34])[O:29][C:30]([CH3:33])([CH3:32])[CH3:31])[CH2:24]1.C[Si]([N-][Si](C)(C)C)(C)C.[K+]. (3) Given the product [CH3:50][C:47]1([CH3:49])[C:46]([CH3:51])([CH3:52])[O:45][B:44]([C:54]2[CH:59]=[CH:58][C:57]([C:60]([F:63])([F:61])[F:62])=[CH:56][C:55]=2[CH:64]2[CH2:69][CH2:68][N:67]([C:70]([O:72][C:73]([CH3:76])([CH3:75])[CH3:74])=[O:71])[CH2:66][CH2:65]2)[O:48]1, predict the reactants needed to synthesize it. The reactants are: CC(C1C=C(C(C)C)C(C2C=CC=CC=2P(C2CCCCC2)C2CCCCC2)=C(C(C)C)C=1)C.[B:44]1([B:44]2[O:48][C:47]([CH3:50])([CH3:49])[C:46]([CH3:52])([CH3:51])[O:45]2)[O:48][C:47]([CH3:50])([CH3:49])[C:46]([CH3:52])([CH3:51])[O:45]1.Br[C:54]1[CH:59]=[CH:58][C:57]([C:60]([F:63])([F:62])[F:61])=[CH:56][C:55]=1[CH:64]1[CH2:69][CH2:68][N:67]([C:70]([O:72][C:73]([CH3:76])([CH3:75])[CH3:74])=[O:71])[CH2:66][CH2:65]1.P([O-])([O-])([O-])=O.[K+].[K+].[K+]. (4) Given the product [N:26]1[CH:31]=[CH:30][CH:29]=[CH:28][C:27]=1[N:32]1[CH2:33][CH2:34][N:35]([C:2]2[N:7]3[CH:8]=[C:9]([CH2:11][N:12]4[C@H:25]5[C@H:16]([CH2:17][CH2:18][C:19]6[C:24]5=[N:23][CH:22]=[CH:21][CH:20]=6)[CH2:15][CH2:14][CH2:13]4)[N:10]=[C:6]3[CH:5]=[CH:4][CH:3]=2)[CH2:36][CH2:37]1, predict the reactants needed to synthesize it. The reactants are: F[C:2]1[N:7]2[CH:8]=[C:9]([CH2:11][N:12]3[C@H:25]4[C@H:16]([CH2:17][CH2:18][C:19]5[C:24]4=[N:23][CH:22]=[CH:21][CH:20]=5)[CH2:15][CH2:14][CH2:13]3)[N:10]=[C:6]2[CH:5]=[CH:4][CH:3]=1.[N:26]1[CH:31]=[CH:30][CH:29]=[CH:28][C:27]=1[N:32]1[CH2:37][CH2:36][NH:35][CH2:34][CH2:33]1. (5) The reactants are: [F:1][C:2]([F:7])([F:6])[C:3]([OH:5])=[O:4].[NH2:8][C:9]1[N:14]=[CH:13][C:12]([C:15]2[CH:20]=[CH:19][C:18]([C:21]3[C:22]([S:27]([NH:30]C(C)(C)C)(=[O:29])=[O:28])=[CH:23][CH:24]=[CH:25][CH:26]=3)=[CH:17][C:16]=2[F:35])=[CH:11][N:10]=1. Given the product [F:1][C:2]([F:7])([F:6])[C:3]([OH:5])=[O:4].[NH2:8][C:9]1[N:10]=[CH:11][C:12]([C:15]2[CH:20]=[CH:19][C:18]([C:21]3[C:22]([S:27]([NH2:30])(=[O:29])=[O:28])=[CH:23][CH:24]=[CH:25][CH:26]=3)=[CH:17][C:16]=2[F:35])=[CH:13][N:14]=1, predict the reactants needed to synthesize it. (6) Given the product [CH3:12][O:11][C:3]1[CH:4]=[CH:5][CH:6]=[C:7]([N+:8]([O-:10])=[O:9])[C:2]=1[NH2:1], predict the reactants needed to synthesize it. The reactants are: [NH2:1][C:2]1[C:7]([N+:8]([O-:10])=[O:9])=[CH:6][CH:5]=[CH:4][C:3]=1[OH:11].[C:12](=O)([O-])[O-].[K+].[K+].CI. (7) Given the product [C:22]([O:21][C:19]([N:16]1[CH2:17][CH2:18][CH:13]([NH:12][CH2:3][CH:2]([OH:1])[CH2:4][O:5][C:6]2[CH:11]=[CH:10][N:9]=[CH:8][CH:7]=2)[CH2:14][CH2:15]1)=[O:20])([CH3:25])([CH3:23])[CH3:24], predict the reactants needed to synthesize it. The reactants are: [O:1]1[CH2:3][CH:2]1[CH2:4][O:5][C:6]1[CH:11]=[CH:10][N:9]=[CH:8][CH:7]=1.[NH2:12][CH:13]1[CH2:18][CH2:17][N:16]([C:19]([O:21][C:22]([CH3:25])([CH3:24])[CH3:23])=[O:20])[CH2:15][CH2:14]1.